The task is: Predict the product of the given reaction.. This data is from Forward reaction prediction with 1.9M reactions from USPTO patents (1976-2016). (1) Given the reactants [NH2:1][N:2]1[CH2:7][CH2:6][O:5][CH2:4][CH2:3]1.[C:8]1([C:14]2[N:15]=[C:16]([C:26](O)=[O:27])[N:17]([CH3:25])[C:18]=2[C:19]2[CH:24]=[CH:23][CH:22]=[CH:21][CH:20]=2)[CH:13]=[CH:12][CH:11]=[CH:10][CH:9]=1, predict the reaction product. The product is: [N:2]1([NH:1][C:26]([C:16]2[N:17]([CH3:25])[C:18]([C:19]3[CH:24]=[CH:23][CH:22]=[CH:21][CH:20]=3)=[C:14]([C:8]3[CH:13]=[CH:12][CH:11]=[CH:10][CH:9]=3)[N:15]=2)=[O:27])[CH2:7][CH2:6][O:5][CH2:4][CH2:3]1. (2) Given the reactants C[O:2][C:3](=[O:31])[C@@H:4]([O:28][CH2:29][CH3:30])[CH2:5][C:6]1[CH:11]=[CH:10][C:9]([O:12][CH2:13][C:14]2[N:15]=[C:16]([C:20]3[CH:25]=[CH:24][CH:23]=[CH:22][CH:21]=3)[O:17][C:18]=2[CH3:19])=[CH:8][C:7]=1[O:26][CH3:27].[Li+].[OH-], predict the reaction product. The product is: [CH2:29]([O:28][C@@H:4]([CH2:5][C:6]1[CH:11]=[CH:10][C:9]([O:12][CH2:13][C:14]2[N:15]=[C:16]([C:20]3[CH:25]=[CH:24][CH:23]=[CH:22][CH:21]=3)[O:17][C:18]=2[CH3:19])=[CH:8][C:7]=1[O:26][CH3:27])[C:3]([OH:31])=[O:2])[CH3:30]. (3) Given the reactants [CH3:1][N:2]([C:4]1[CH:9]=[CH:8][C:7]([C:10]([C:20]2[CH:25]=[CH:24][CH:23]=[CH:22][CH:21]=2)=[C:11]2[CH:19]=[CH:18][C:14](=[N+:15]([CH3:17])[CH3:16])[CH:13]=[CH:12]2)=[CH:6][CH:5]=1)[CH3:3].[Cl-].[C-:27]#[N:28].[Na+].O.C(OCC)C, predict the reaction product. The product is: [CH3:1][N:2]([CH3:3])[C:4]1[CH:5]=[CH:6][C:7]([C:10]([C:20]2[CH:25]=[CH:24][CH:23]=[CH:22][CH:21]=2)([C:11]2[CH:12]=[CH:13][C:14]([N:15]([CH3:17])[CH3:16])=[CH:18][CH:19]=2)[C:27]#[N:28])=[CH:8][CH:9]=1. (4) Given the reactants [Cl:1][C:2]1[CH:3]=[C:4]([NH:9][C:10]2[C:14]3[CH:15]=[C:16]([C:19]4[CH:24]=[CH:23][CH:22]=[CH:21][CH:20]=4)[CH:17]=[CH:18][C:13]=3[S:12][C:11]=2[N+:25]([O-])=O)[CH:5]=[CH:6][C:7]=1[F:8], predict the reaction product. The product is: [Cl:1][C:2]1[CH:3]=[C:4]([NH:9][C:10]2[C:14]3[CH:15]=[C:16]([C:19]4[CH:24]=[CH:23][CH:22]=[CH:21][CH:20]=4)[CH:17]=[CH:18][C:13]=3[S:12][C:11]=2[NH2:25])[CH:5]=[CH:6][C:7]=1[F:8]. (5) Given the reactants C1COCC1.[Cl-].[Cl:7][C:8]1[N:13]=[CH:12][C:11]([CH2:14][Zn+])=[CH:10][CH:9]=1.Br[C:17]1[S:32][C:20]2[N:21]=[C:22]([C:26]3[CH:31]=[CH:30][CH:29]=[CH:28][CH:27]=3)[N:23]=[C:24]([NH2:25])[C:19]=2[CH:18]=1, predict the reaction product. The product is: [Cl:7][C:8]1[N:13]=[CH:12][C:11]([CH2:14][C:17]2[S:32][C:20]3[N:21]=[C:22]([C:26]4[CH:31]=[CH:30][CH:29]=[CH:28][CH:27]=4)[N:23]=[C:24]([NH2:25])[C:19]=3[CH:18]=2)=[CH:10][CH:9]=1. (6) The product is: [F:1][C:2]1[CH:3]=[C:4]([C:9]2([CH2:32][O:33][CH3:36])[CH2:14][CH2:13][CH2:12][N:11]3[C:15]([C:18]4[CH:23]=[CH:22][C:21]([C:24]5[O:28][C:27]([CH3:29])=[N:26][CH:25]=5)=[C:20]([O:30][CH3:31])[CH:19]=4)=[N:16][N:17]=[C:10]23)[CH:5]=[CH:6][C:7]=1[F:8]. Given the reactants [F:1][C:2]1[CH:3]=[C:4]([C:9]2([CH2:32][OH:33])[CH2:14][CH2:13][CH2:12][N:11]3[C:15]([C:18]4[CH:23]=[CH:22][C:21]([C:24]5[O:28][C:27]([CH3:29])=[N:26][CH:25]=5)=[C:20]([O:30][CH3:31])[CH:19]=4)=[N:16][N:17]=[C:10]23)[CH:5]=[CH:6][C:7]=1[F:8].[H-].[Na+].[CH3:36]I.[Cl-].[NH4+], predict the reaction product. (7) Given the reactants Cl.OS(O)(=O)=O.[N+:7]([C:10]1[CH:15]=[CH:14][C:13]([C:16](=[CH:20][C:21]2[CH:26]=[CH:25][CH:24]=[CH:23][CH:22]=2)[C:17]([OH:19])=[O:18])=[CH:12][CH:11]=1)([O-:9])=[O:8].[CH3:27]O, predict the reaction product. The product is: [N+:7]([C:10]1[CH:11]=[CH:12][C:13](/[C:16](=[CH:20]\[C:21]2[CH:22]=[CH:23][CH:24]=[CH:25][CH:26]=2)/[C:17]([O:19][CH3:27])=[O:18])=[CH:14][CH:15]=1)([O-:9])=[O:8]. (8) Given the reactants CS(C)=O.[CH3:5][C:6]([C@@H:10]1[CH2:15][CH2:14][O:13][C:12]([CH3:17])([CH3:16])[O:11]1)([CH3:9])[CH2:7][OH:8].C(Cl)(=O)C(Cl)=O.C(N(CC)CC)C, predict the reaction product. The product is: [CH3:9][C:6]([C@@H:10]1[CH2:15][CH2:14][O:13][C:12]([CH3:17])([CH3:16])[O:11]1)([CH3:5])[CH:7]=[O:8]. (9) Given the reactants [CH2:1]([O:3][C:4](=[O:9])[CH2:5][C:6](=[O:8])[CH3:7])[CH3:2].[Br:10]Br.O=O, predict the reaction product. The product is: [CH2:1]([O:3][C:4](=[O:9])[CH2:5][C:6](=[O:8])[CH2:7][Br:10])[CH3:2]. (10) The product is: [Si:15]([O:9][C:6]1[CH:7]=[CH:8][C:3]([NH:2][CH3:1])=[CH:4][CH:5]=1)([C:18]([CH3:21])([CH3:20])[CH3:19])([CH3:17])[CH3:16]. Given the reactants [CH3:1][NH:2][C:3]1[CH:8]=[CH:7][C:6]([OH:9])=[CH:5][CH:4]=1.N1C=CN=C1.[Si:15](Cl)([C:18]([CH3:21])([CH3:20])[CH3:19])([CH3:17])[CH3:16].O, predict the reaction product.